Task: Predict the reactants needed to synthesize the given product.. Dataset: Full USPTO retrosynthesis dataset with 1.9M reactions from patents (1976-2016) Given the product [ClH:23].[F:5][C:6]1[CH:11]=[CH:10][C:9]([S:12][C:13]2[CH:19]=[CH:18][C:16]([NH:17][NH2:1])=[CH:15][CH:14]=2)=[CH:8][CH:7]=1, predict the reactants needed to synthesize it. The reactants are: [N:1]([O-])=O.[Na+].[F:5][C:6]1[CH:11]=[CH:10][C:9]([S:12][C:13]2[CH:19]=[CH:18][C:16]([NH2:17])=[CH:15][CH:14]=2)=[CH:8][CH:7]=1.O.O.[Sn](Cl)[Cl:23].